From a dataset of Catalyst prediction with 721,799 reactions and 888 catalyst types from USPTO. Predict which catalyst facilitates the given reaction. (1) Reactant: S(S([O-])=O)([O-])=O.[Na+].[Na+].[NH2:9][C:10]1[N:15]=[C:14]([N:16]2[CH2:21][CH2:20][N:19]([C:22]([O:24][C:25]([CH3:28])([CH3:27])[CH3:26])=[O:23])[CH2:18][CH2:17]2)[CH:13]=[CH:12][C:11]=1[N+:29]([O-])=O.[CH:32]([C:34]1[CH:39]=[CH:38][C:37]([S:40][CH2:41][C:42]2[CH:47]=[CH:46][CH:45]=[CH:44][CH:43]=2)=[CH:36][CH:35]=1)=O.[OH-].[NH4+]. Product: [CH2:41]([S:40][C:37]1[CH:36]=[CH:35][C:34]([C:32]2[NH:9][C:10]3=[N:15][C:14]([N:16]4[CH2:21][CH2:20][N:19]([C:22]([O:24][C:25]([CH3:28])([CH3:27])[CH3:26])=[O:23])[CH2:18][CH2:17]4)=[CH:13][CH:12]=[C:11]3[N:29]=2)=[CH:39][CH:38]=1)[C:42]1[CH:43]=[CH:44][CH:45]=[CH:46][CH:47]=1. The catalyst class is: 88. (2) Reactant: [H-].[Na+].Cl[CH2:4][CH2:5][O:6][CH2:7][C:8]1[C:13]([C:14]([C:16]2[C:17](=[O:25])[CH:18]3[CH2:24][CH:21]([C:22]=2[OH:23])[CH2:20][CH2:19]3)=[O:15])=[CH:12][CH:11]=[C:10]([C:26]([F:29])([F:28])[F:27])[N:9]=1.[CH3:30][C:31]1[S:35][C:34](=[O:36])[NH:33][N:32]=1.O. Product: [OH:23][C:22]1[CH:21]2[CH2:24][CH:18]([C:17](=[O:25])[C:16]=1[C:14]([C:13]1[C:8]([CH2:7][O:6][CH2:5][CH2:4][N:33]3[N:32]=[C:31]([CH3:30])[S:35][C:34]3=[O:36])=[N:9][C:10]([C:26]([F:29])([F:28])[F:27])=[CH:11][CH:12]=1)=[O:15])[CH2:19][CH2:20]2. The catalyst class is: 3.